Dataset: Reaction yield outcomes from USPTO patents with 853,638 reactions. Task: Predict the reaction yield, written as a fraction of the theoretical maximum amount of product (1.0 means a 100% yield; for example, 0.34 means a 34% yield). (1) The reactants are [CH:1]1([C:6]#[CH:7])[CH2:5][CH2:4][CH2:3][CH2:2]1.C([Li])CCC.C1(O[C:20]#[N:21])C=CC=CC=1.[OH-].[Na+]. The catalyst is C1COCC1.CCCCCC. The product is [CH:1]1([C:6]#[C:7][C:20]#[N:21])[CH2:5][CH2:4][CH2:3][CH2:2]1. The yield is 0.950. (2) The reactants are [C:1]12[C:7](=[CH:8][CH:9]=[CH:10][CH:11]=1)[NH:6][C:5](=[O:12])[O:4][C:2]2=[O:3].Br[CH2:14][CH2:15][CH2:16][C:17]#[N:18].C(=O)([O-])[O-].[K+].[K+].CN(C)C=O. The catalyst is O. The product is [C:17]([CH2:16][CH2:15][CH2:14][N:6]1[C:5](=[O:12])[O:4][C:2](=[O:3])[C:1]2=[CH:11][CH:10]=[CH:9][CH:8]=[C:7]12)#[N:18]. The yield is 0.0800. (3) The reactants are C([O:5][C:6](=[O:40])[CH2:7][C@H:8]([NH:23][C:24](=[O:39])[C@@H:25]([N:28]1[CH:33]=[CH:32][CH:31]=[C:30]([NH:34][C:35](=[O:37])[CH3:36])[C:29]1=[O:38])[CH2:26][CH3:27])[C:9](=[O:22])[CH2:10][O:11][C:12]1[C:17]([F:18])=[C:16]([F:19])[CH:15]=[C:14]([F:20])[C:13]=1[F:21])(C)(C)C.FC(F)(F)C(O)=O. The catalyst is ClCCl. The product is [C:35]([NH:34][C:30]1[C:29](=[O:38])[N:28]([C@@H:25]([CH2:26][CH3:27])[C:24]([NH:23][C@H:8]([C:9](=[O:22])[CH2:10][O:11][C:12]2[C:17]([F:18])=[C:16]([F:19])[CH:15]=[C:14]([F:20])[C:13]=2[F:21])[CH2:7][C:6]([OH:40])=[O:5])=[O:39])[CH:33]=[CH:32][CH:31]=1)(=[O:37])[CH3:36]. The yield is 0.820.